The task is: Predict the reactants needed to synthesize the given product.. This data is from Full USPTO retrosynthesis dataset with 1.9M reactions from patents (1976-2016). (1) Given the product [Cl:1][C:2]1[C:3]([S:24]([N:27]([CH2:14][C:17]2[CH:22]=[CH:21][C:20]([O:41][CH3:38])=[CH:19][CH:18]=2)[CH2:34][C:33]2[CH:36]=[CH:37][C:30]([O:29][CH3:28])=[CH:31][CH:32]=2)(=[O:26])=[O:25])=[N:4][CH:5]=[C:6]([C:9]([N:11]2[CH2:12][CH2:13][CH:14]([C:17]3[CH:18]=[CH:19][C:20]([F:23])=[CH:21][CH:22]=3)[CH2:15][CH2:16]2)=[O:10])[C:7]=1[Cl:8], predict the reactants needed to synthesize it. The reactants are: [Cl:1][C:2]1[C:3]([S:24]([NH2:27])(=[O:26])=[O:25])=[N:4][CH:5]=[C:6]([C:9]([N:11]2[CH2:16][CH2:15][CH:14]([C:17]3[CH:22]=[CH:21][C:20]([F:23])=[CH:19][CH:18]=3)[CH2:13][CH2:12]2)=[O:10])[C:7]=1[Cl:8].[CH3:28][O:29][C:30]1[CH:37]=[CH:36][C:33]([CH2:34]Cl)=[CH:32][CH:31]=1.[C:38](=[O:41])([O-])[O-].[K+].[K+].[Cl-].[NH4+]. (2) Given the product [C:9]([O:13][C:14]([C@@H:15]1[CH2:4][C@H:16]1[C:17]1[CH:18]=[CH:19][C:20]([F:27])=[C:21]([CH:26]=1)[C:22]([O:24][CH3:25])=[O:23])=[O:28])([CH3:12])([CH3:10])[CH3:11], predict the reactants needed to synthesize it. The reactants are: [H-].[Na+].[I-].[CH3:4][S+](C)(C)=O.[C:9]([O:13][C:14](=[O:28])/[CH:15]=[CH:16]/[C:17]1[CH:18]=[CH:19][C:20]([F:27])=[C:21]([CH:26]=1)[C:22]([O:24][CH3:25])=[O:23])([CH3:12])([CH3:11])[CH3:10].[Cl-].[NH4+]. (3) Given the product [Cl:1][C:2]1[CH:9]=[N+:8]([O-:26])[CH:7]=[C:6]([C:10]2[CH:15]=[CH:14][CH:13]=[C:12]([O:16][CH3:17])[CH:11]=2)[C:3]=1[C:4]#[N:5], predict the reactants needed to synthesize it. The reactants are: [Cl:1][C:2]1[CH:9]=[N:8][CH:7]=[C:6]([C:10]2[CH:15]=[CH:14][CH:13]=[C:12]([O:16][CH3:17])[CH:11]=2)[C:3]=1[C:4]#[N:5].ClC1C=CC=C(C(OO)=[O:26])C=1. (4) The reactants are: [Cl:1][C:2]1[N:3]=[C:4]2[C:12]([CH3:13])=[CH:11][CH:10]=[CH:9][N:5]2[C:6](=[O:8])[CH:7]=1.F[B-](F)(F)F.[O:19]=[N+:20]=[O:21].S1(CCCC1)(=O)=O.[OH-].[Na+]. Given the product [Cl:1][C:2]1[N:3]=[C:4]2[C:12]([CH3:13])=[CH:11][CH:10]=[CH:9][N:5]2[C:6](=[O:8])[C:7]=1[N+:20]([O-:21])=[O:19], predict the reactants needed to synthesize it. (5) The reactants are: [F:1][C:2]([F:18])([F:17])[C:3]1[CH:8]=[CH:7][C:6]([C:9]2[CH:14]=[CH:13][CH:12]=[C:11]([CH2:15][NH2:16])[CH:10]=2)=[CH:5][CH:4]=1.[F:19][C:20]1[CH:21]=[C:22]([S:26]([N:29]([CH2:33][C:34](O)=[O:35])[CH:30]([CH3:32])[CH3:31])(=[O:28])=[O:27])[CH:23]=[CH:24][CH:25]=1.CN(C(ON1N=NC2C=CC=NC1=2)=[N+](C)C)C.F[P-](F)(F)(F)(F)F.C(N(CC)C(C)C)(C)C.OS([O-])(=O)=O.[K+]. Given the product [F:19][C:20]1[CH:21]=[C:22]([S:26]([N:29]([CH:30]([CH3:32])[CH3:31])[CH2:33][C:34]([NH:16][CH2:15][C:11]2[CH:10]=[C:9]([C:6]3[CH:5]=[CH:4][C:3]([C:2]([F:17])([F:18])[F:1])=[CH:8][CH:7]=3)[CH:14]=[CH:13][CH:12]=2)=[O:35])(=[O:28])=[O:27])[CH:23]=[CH:24][CH:25]=1, predict the reactants needed to synthesize it. (6) Given the product [C:31]([O:35][C:36](=[O:48])[CH2:37][O:38][C:39]1[CH:44]=[CH:43][C:42]([Cl:45])=[CH:41][C:40]=1[C:46]#[C:47][C:52]1[CH:53]=[C:54]([S:56]([CH3:59])(=[O:58])=[O:57])[CH:55]=[CH:50][C:51]=1[OH:60])([CH3:34])([CH3:33])[CH3:32], predict the reactants needed to synthesize it. The reactants are: C(OC(=O)COC1C=CC(C#N)=CC=1C#CC1C=C(S(C)(=O)=O)C=CC=1F)(C)(C)C.[C:31]([O:35][C:36](=[O:48])[CH2:37][O:38][C:39]1[CH:44]=[CH:43][C:42]([Cl:45])=[CH:41][C:40]=1[C:46]#[CH:47])([CH3:34])([CH3:33])[CH3:32].I[C:50]1[CH:55]=[C:54]([S:56]([CH3:59])(=[O:58])=[O:57])[CH:53]=[CH:52][C:51]=1[OH:60]. (7) Given the product [ClH:1].[CH3:18][O:19][C:6]1[CH:5]=[CH:4][CH:9]=[CH:8][C:7]=1[C:10]1([C:13](=[NH:17])[O:14][CH2:15][CH3:16])[CH2:11][CH2:12]1, predict the reactants needed to synthesize it. The reactants are: [ClH:1].CO[C:4]1[CH:9]=[CH:8][C:7]([C:10]2([C:13](=[NH:17])[O:14][CH2:15][CH3:16])[CH2:12][CH2:11]2)=[CH:6][CH:5]=1.[CH3:18][O:19]C1C=CC=CC=1C1(C#N)CC1. (8) Given the product [CH:1]1([CH2:4][N:5]([CH2:24][CH2:25][CH3:26])[C:6]2[N:11]=[CH:10][N:9]=[C:8]([C:12]([NH:14][C:15]3[CH:20]=[CH:19][C:18]([CH2:21][NH:28][CH2:29][CH2:30][C:31]([O:33][C:34]([CH3:37])([CH3:36])[CH3:35])=[O:32])=[CH:17][C:16]=3[CH3:23])=[O:13])[CH:7]=2)[CH2:3][CH2:2]1, predict the reactants needed to synthesize it. The reactants are: [CH:1]1([CH2:4][N:5]([CH2:24][CH2:25][CH3:26])[C:6]2[N:11]=[CH:10][N:9]=[C:8]([C:12]([NH:14][C:15]3[CH:20]=[CH:19][C:18]([CH:21]=O)=[CH:17][C:16]=3[CH3:23])=[O:13])[CH:7]=2)[CH2:3][CH2:2]1.Cl.[NH2:28][CH2:29][CH2:30][C:31]([O:33][C:34]([CH3:37])([CH3:36])[CH3:35])=[O:32].C(=O)([O-])[O-].C(O[BH-](OC(=O)C)OC(=O)C)(=O)C. (9) The reactants are: [CH2:1]([O:8][C@H:9]1[C@@H:15]([O:16][CH2:17][C:18]2[CH:23]=[CH:22][CH:21]=[CH:20][CH:19]=2)[C@H:14]([O:24][CH2:25][C:26]2[CH:31]=[CH:30][CH:29]=[CH:28][CH:27]=2)[C@@H:13]([CH2:32][O:33][CH2:34][C:35]2[CH:40]=[CH:39][CH:38]=[CH:37][CH:36]=2)[O:12][CH:10]1[OH:11])[C:2]1[CH:7]=[CH:6][CH:5]=[CH:4][CH:3]=1.[OH-].[K+].Br[CH2:44][CH2:45][O:46]C(=O)C(C)(C)C.C1C=CC=CC=1. Given the product [CH2:1]([O:8][C@H:9]1[C@@H:15]([O:16][CH2:17][C:18]2[CH:23]=[CH:22][CH:21]=[CH:20][CH:19]=2)[C@H:14]([O:24][CH2:25][C:26]2[CH:27]=[CH:28][CH:29]=[CH:30][CH:31]=2)[C@@H:13]([CH2:32][O:33][CH2:34][C:35]2[CH:36]=[CH:37][CH:38]=[CH:39][CH:40]=2)[O:12][CH:10]1[O:11][CH2:44][CH2:45][OH:46])[C:2]1[CH:3]=[CH:4][CH:5]=[CH:6][CH:7]=1, predict the reactants needed to synthesize it. (10) Given the product [CH3:12][N:13]([CH3:18])[S:14]([C:8]1[CH:10]=[CH:11][C:3]([CH:2]=[O:1])=[CH:4][C:5]=1[O:6][CH3:7])(=[O:16])=[O:15], predict the reactants needed to synthesize it. The reactants are: [O:1]=[CH:2][C:3]1[CH:11]=[CH:10][C:8](O)=[C:5]([O:6][CH3:7])[CH:4]=1.[CH3:12][N:13]([CH3:18])[S:14](Cl)(=[O:16])=[O:15].CCOC(C)=O.CCCCCC.